This data is from Peptide-MHC class I binding affinity with 185,985 pairs from IEDB/IMGT. The task is: Regression. Given a peptide amino acid sequence and an MHC pseudo amino acid sequence, predict their binding affinity value. This is MHC class I binding data. The peptide sequence is HVDIPLQAY. The MHC is HLA-B08:01 with pseudo-sequence HLA-B08:01. The binding affinity (normalized) is 0.0847.